The task is: Predict the product of the given reaction.. This data is from Forward reaction prediction with 1.9M reactions from USPTO patents (1976-2016). (1) Given the reactants [F:1][C:2]1[CH:3]=[C:4]([OH:9])[CH:5]=[CH:6][C:7]=1[F:8].C[N:11]([CH3:18])[C:12]1[CH:17]=[CH:16][CH:15]=[CH:14][CH:13]=1.ClC(Cl)(O[C:23](=[O:29])OC(Cl)(Cl)Cl)Cl.[CH2:31]1COCC1, predict the reaction product. The product is: [CH2:15]([CH:16]1[CH2:17][CH2:12][N:11]([C:23]([O:9][C:4]2[CH:5]=[CH:6][C:7]([F:8])=[C:2]([F:1])[CH:3]=2)=[O:29])[CH2:18][CH2:31]1)[C:14]#[CH:13]. (2) Given the reactants N1C=CN=C1.[CH3:6][O:7][C:8]([C:10]1([C:13]2[O:17][N:16]=[C:15]([C:18]3[CH:23]=[CH:22][C:21]([OH:24])=[CH:20][CH:19]=3)[C:14]=2[C:25]2[CH:30]=[CH:29][CH:28]=[CH:27][CH:26]=2)[CH2:12][CH2:11]1)=[O:9].[Si:31](Cl)([C:34]([CH3:37])([CH3:36])[CH3:35])([CH3:33])[CH3:32], predict the reaction product. The product is: [CH3:6][O:7][C:8]([C:10]1([C:13]2[O:17][N:16]=[C:15]([C:18]3[CH:23]=[CH:22][C:21]([O:24][Si:31]([C:34]([CH3:37])([CH3:36])[CH3:35])([CH3:33])[CH3:32])=[CH:20][CH:19]=3)[C:14]=2[C:25]2[CH:30]=[CH:29][CH:28]=[CH:27][CH:26]=2)[CH2:11][CH2:12]1)=[O:9]. (3) Given the reactants Cl[C:2]1[CH:3]=[CH:4][C:5]2[O:10][C:9](=[O:11])[CH:8]=[C:7]([O:12][CH2:13][CH2:14][CH2:15][NH:16][C:17]([NH:19][CH3:20])=[S:18])[C:6]=2[CH:21]=1.NCCCOC1C2C=CC=CC=2OC(=O)C=1, predict the reaction product. The product is: [CH3:20][NH:19][C:17]([NH:16][CH2:15][CH2:14][CH2:13][O:12][C:7]1[C:6]2[CH:21]=[CH:2][CH:3]=[CH:4][C:5]=2[O:10][C:9](=[O:11])[CH:8]=1)=[S:18]. (4) Given the reactants O.C1(C)C=CC(S(O)(=O)=O)=CC=1.[C:13]([C:16]1[CH:21]=[CH:20][C:19]([S:22][CH2:23][C:24]2[CH:29]=[CH:28][C:27]([C@H:30]([O:39]C3CCCCO3)[C:31]3[CH:32]=[C:33]([CH:36]=[CH:37][CH:38]=3)[C:34]#[N:35])=[CH:26][CH:25]=2)=[C:18]([CH2:46][CH2:47][CH3:48])[C:17]=1[OH:49])(=[O:15])[CH3:14], predict the reaction product. The product is: [C:13]([C:16]1[CH:21]=[CH:20][C:19]([S:22][CH2:23][C:24]2[CH:25]=[CH:26][C:27]([C@H:30]([OH:39])[C:31]3[CH:32]=[C:33]([CH:36]=[CH:37][CH:38]=3)[C:34]#[N:35])=[CH:28][CH:29]=2)=[C:18]([CH2:46][CH2:47][CH3:48])[C:17]=1[OH:49])(=[O:15])[CH3:14]. (5) Given the reactants COC1C=CC(C2CCC3C(=CC=C(OC)C=3)C2(C)C)=C(N)C=1.BrC1C=CC(OCCN2CCCCC2)=C(F)C=1.[F:41][C:42]1[CH:43]=[C:44]([NH:57][C:58]2[CH:63]=[C:62]([O:64]C)[CH:61]=[CH:60][C:59]=2[CH:66]2[CH2:75][CH2:74][C:73]3[C:68](=[CH:69][CH:70]=[C:71]([O:76]C)[CH:72]=3)[C:67]2([CH3:79])[CH3:78])[CH:45]=[CH:46][C:47]=1[O:48][CH2:49][CH2:50][N:51]1[CH2:56][CH2:55][CH2:54][CH2:53][CH2:52]1, predict the reaction product. The product is: [F:41][C:42]1[CH:43]=[C:44]([NH:57][C:58]2[CH:63]=[C:62]([OH:64])[CH:61]=[CH:60][C:59]=2[CH:66]2[CH2:75][CH2:74][C:73]3[CH:72]=[C:71]([OH:76])[CH:70]=[CH:69][C:68]=3[C:67]2([CH3:79])[CH3:78])[CH:45]=[CH:46][C:47]=1[O:48][CH2:49][CH2:50][N:51]1[CH2:56][CH2:55][CH2:54][CH2:53][CH2:52]1.